This data is from Full USPTO retrosynthesis dataset with 1.9M reactions from patents (1976-2016). The task is: Predict the reactants needed to synthesize the given product. (1) Given the product [CH2:1]([S:3][C:4]1[N:5]([C:17]2[CH:22]=[CH:21][C:20]([O:23][CH2:24][C:25]([F:27])([F:28])[F:26])=[CH:19][CH:18]=2)[C:6](=[O:16])[C:7]2[CH:13]=[CH:12][C:11](=[O:14])[NH:10][C:8]=2[N:9]=1)[CH3:2], predict the reactants needed to synthesize it. The reactants are: [CH2:1]([S:3][C:4]1[N:5]([C:17]2[CH:22]=[CH:21][C:20]([O:23][CH2:24][C:25]([F:28])([F:27])[F:26])=[CH:19][CH:18]=2)[C:6](=[O:16])[C:7]2[CH:13]=[CH:12][C:11]([O:14]C)=[N:10][C:8]=2[N:9]=1)[CH3:2].Cl.N1C=CC=CC=1.Cl. (2) Given the product [OH:3][C:4]1[NH:5][C:6]2[C:11]([C:12]=1[C:18]1[C:27]3[C:22](=[CH:23][C:24]([O:28][CH2:29][CH2:30][O:31][CH3:32])=[CH:25][CH:26]=3)[N:21]=[CH:20][N:19]=1)=[CH:10][C:9]([C:13]([O:15][CH3:16])=[O:14])=[CH:8][CH:7]=2, predict the reactants needed to synthesize it. The reactants are: [H-].[Na+].[O:3]=[C:4]1[CH2:12][C:11]2[C:6](=[CH:7][CH:8]=[C:9]([C:13]([O:15][CH3:16])=[O:14])[CH:10]=2)[NH:5]1.Cl[C:18]1[C:27]2[C:22](=[CH:23][C:24]([O:28][CH2:29][CH2:30][O:31][CH3:32])=[CH:25][CH:26]=2)[N:21]=[CH:20][N:19]=1. (3) Given the product [NH2:4][C:5]1[CH:10]=[C:9]([C:11]2[CH:16]=[CH:15][C:14]([Cl:17])=[C:13]([O:18][CH3:19])[C:12]=2[F:20])[N:8]=[C:7]([C:21]([OH:23])=[O:22])[C:6]=1[Cl:25], predict the reactants needed to synthesize it. The reactants are: C([NH:4][C:5]1[CH:10]=[C:9]([C:11]2[CH:16]=[CH:15][C:14]([Cl:17])=[C:13]([O:18][CH3:19])[C:12]=2[F:20])[N:8]=[C:7]([C:21]([O:23]C)=[O:22])[C:6]=1[Cl:25])(=O)C.CO.[OH-].[Na+].N#N. (4) Given the product [Cl:1][C:2]1[CH:3]=[C:4]([C:9]2([C:22]([F:23])([F:25])[F:24])[O:13][N:12]=[C:11]([C:14]3[CH:15]=[CH:16][C:17]([CH3:21])=[C:18]([NH:19][C:32](=[O:33])[C:31]4[CH:30]=[CH:29][C:28]([C:27]([O:38][CH3:39])=[O:37])=[CH:36][CH:35]=4)[CH:20]=3)[CH2:10]2)[CH:5]=[C:6]([Cl:8])[CH:7]=1, predict the reactants needed to synthesize it. The reactants are: [Cl:1][C:2]1[CH:3]=[C:4]([C:9]2([C:22]([F:25])([F:24])[F:23])[O:13][N:12]=[C:11]([C:14]3[CH:15]=[CH:16][C:17]([CH3:21])=[C:18]([CH:20]=3)[NH2:19])[CH2:10]2)[CH:5]=[C:6]([Cl:8])[CH:7]=1.[Cl-].[C:27]([O:38][CH3:39])(=[O:37])[C:28]1[CH:36]=[CH:35][C:31]([C:32]([O-])=[O:33])=[CH:30][CH:29]=1.C(N(CC)CC)C.C(=O)([O-])O.[Na+]. (5) Given the product [Cl:10][C:4]1[CH:3]=[C:2]([NH:1][C:11]2[CH2:16][CH2:15][CH2:14][C:13](=[O:17])[CH:12]=2)[CH:9]=[CH:8][C:5]=1[C:6]#[N:7], predict the reactants needed to synthesize it. The reactants are: [NH2:1][C:2]1[CH:9]=[CH:8][C:5]([C:6]#[N:7])=[C:4]([Cl:10])[CH:3]=1.[C:11]1(=O)[CH2:16][CH2:15][CH2:14][C:13](=[O:17])[CH2:12]1.O.C1(C)C=CC(S(O)(=O)=O)=CC=1.